Dataset: Catalyst prediction with 721,799 reactions and 888 catalyst types from USPTO. Task: Predict which catalyst facilitates the given reaction. Reactant: [CH:1]1([N:5]2[CH2:10][CH2:9][N:8]([C:11]([C:13]3[CH:14]=[C:15]4[C:19](=[CH:20][CH:21]=3)[NH:18][C:17]([C:22]([N:24]3[CH2:29][CH2:28][S:27](=[O:31])(=[O:30])[CH2:26][CH2:25]3)=[O:23])=[CH:16]4)=[O:12])[CH2:7][CH2:6]2)[CH2:4][CH2:3][CH2:2]1.[CH3:32][C:33]1[CH:34]=[C:35](B(O)O)[CH:36]=[CH:37][CH:38]=1.N1C=CC=CC=1. Product: [CH:1]1([N:5]2[CH2:6][CH2:7][N:8]([C:11]([C:13]3[CH:14]=[C:15]4[C:19](=[CH:20][CH:21]=3)[N:18]([C:37]3[CH:38]=[C:33]([CH3:32])[CH:34]=[CH:35][CH:36]=3)[C:17]([C:22]([N:24]3[CH2:29][CH2:28][S:27](=[O:30])(=[O:31])[CH2:26][CH2:25]3)=[O:23])=[CH:16]4)=[O:12])[CH2:9][CH2:10]2)[CH2:2][CH2:3][CH2:4]1. The catalyst class is: 221.